From a dataset of Full USPTO retrosynthesis dataset with 1.9M reactions from patents (1976-2016). Predict the reactants needed to synthesize the given product. (1) Given the product [CH3:1][O:2][C:3]1[CH:4]=[C:5]([CH2:10][C:11]([O:13][CH2:19][CH3:20])=[O:12])[CH:6]=[C:7]([CH3:9])[CH:8]=1, predict the reactants needed to synthesize it. The reactants are: [CH3:1][O:2][C:3]1[CH:4]=[C:5]([CH2:10][C:11]([OH:13])=[O:12])[CH:6]=[C:7]([CH3:9])[CH:8]=1.OS(O)(=O)=O.[CH3:19][CH2:20]O. (2) Given the product [OH:1][CH2:2][C:3]1[CH:19]=[CH:18][C:6]2[S:7][CH:8]=[C:9]([C:10]3[CH:15]=[CH:14][C:13]([O:16][CH2:31][CH2:32][CH2:33][S:34]([CH3:37])(=[O:36])=[O:35])=[CH:12][C:11]=3[CH3:17])[C:5]=2[CH:4]=1, predict the reactants needed to synthesize it. The reactants are: [OH:1][CH2:2][C:3]1[CH:19]=[CH:18][C:6]2[S:7][CH:8]=[C:9]([C:10]3[CH:15]=[CH:14][C:13]([OH:16])=[CH:12][C:11]=3[CH3:17])[C:5]=2[CH:4]=1.CC1C=CC(S(O[CH2:31][CH2:32][CH2:33][S:34]([CH3:37])(=[O:36])=[O:35])(=O)=O)=CC=1.C([O-])([O-])=O.[K+].[K+]. (3) Given the product [CH2:1]([C:3]1[CH:4]=[CH:5][C:6]2[CH2:7][C@H:8]3[N:19]([C:20]([O:22][C:23]([CH3:24])([CH3:26])[CH3:25])=[O:21])[CH2:18][CH2:17][C@@:14]4([C:15]=2[CH:16]=1)[C@H:9]3[CH2:10][CH2:11][CH2:12][CH2:13]4)[CH3:2], predict the reactants needed to synthesize it. The reactants are: [CH:1]([C:3]1[CH:4]=[CH:5][C:6]2[CH2:7][C@H:8]3[N:19]([C:20]([O:22][C:23]([CH3:26])([CH3:25])[CH3:24])=[O:21])[CH2:18][CH2:17][C@@:14]4([C:15]=2[CH:16]=1)[C@H:9]3[CH2:10][CH2:11][CH2:12][CH2:13]4)=[CH2:2].[H][H]. (4) Given the product [ClH:15].[ClH:15].[CH3:1][N:2]([CH3:16])[C:3]([C:5]1[C:14]2[C:9](=[CH:10][CH:11]=[CH:12][CH:13]=2)[N:8]=[C:7]([NH:17][CH2:18][CH2:19][CH2:20][NH2:21])[CH:6]=1)=[O:4], predict the reactants needed to synthesize it. The reactants are: [CH3:1][N:2]([CH3:16])[C:3]([C:5]1[C:14]2[C:9](=[CH:10][CH:11]=[CH:12][CH:13]=2)[N:8]=[C:7]([Cl:15])[CH:6]=1)=[O:4].[NH2:17][CH2:18][CH2:19][CH2:20][NH:21]C(=O)OC(C)(C)C.C(N(CC)CC)C. (5) Given the product [Si:1]([O:8][C@@H:9]1[C@@:26]2([CH3:27])[C:13](=[CH:14][CH:15]=[C:16]3[C@@H:25]2[CH2:24][CH2:23][C@@:21]2([CH3:22])[C@H:17]3[CH2:18][CH:19]=[C:20]2[CH2:28][O:29]/[CH:39]=[CH:40]/[CH2:41][C:42]([O:45][Si:46]([CH2:47][CH3:48])([CH2:49][CH3:50])[CH2:51][CH3:52])([CH3:43])[CH3:44])[CH2:12][C@@H:11]([O:30][Si:31]([C:34]([CH3:37])([CH3:36])[CH3:35])([CH3:32])[CH3:33])[CH2:10]1)([C:4]([CH3:7])([CH3:6])[CH3:5])([CH3:3])[CH3:2], predict the reactants needed to synthesize it. The reactants are: [Si:1]([O:8][C@@H:9]1[C@@:26]2([CH3:27])[C:13](=[CH:14][CH:15]=[C:16]3[C@@H:25]2[CH2:24][CH2:23][C@@:21]2([CH3:22])[C@H:17]3[CH2:18][CH:19]=[C:20]2[CH2:28][OH:29])[CH2:12][C@@H:11]([O:30][Si:31]([C:34]([CH3:37])([CH3:36])[CH3:35])([CH3:33])[CH3:32])[CH2:10]1)([C:4]([CH3:7])([CH3:6])[CH3:5])([CH3:3])[CH3:2].Br/[CH:39]=[CH:40]/[CH2:41][C:42]([O:45][Si:46]([CH2:51][CH3:52])([CH2:49][CH3:50])[CH2:47][CH3:48])([CH3:44])[CH3:43].[H-].[Na+].C1OCCOCCOCCOCCOC1. (6) Given the product [CH3:1][O:2][C:3]1[CH:4]=[C:5]([CH:21]=[CH:22][C:23]=1[O:24][CH3:25])[CH2:6][CH:7]1[C:16]2[C:11](=[CH:12][C:13]([O:19][CH3:20])=[C:14]([O:17][CH3:18])[CH:15]=2)[CH2:10][CH2:9][N:8]1[CH2:27][C:28]([NH:37][CH2:36][C:35]1[CH:38]=[CH:39][C:32]([F:31])=[CH:33][CH:34]=1)=[O:29], predict the reactants needed to synthesize it. The reactants are: [CH3:1][O:2][C:3]1[CH:4]=[C:5]([CH:21]=[CH:22][C:23]=1[O:24][CH3:25])[CH2:6][CH:7]1[C:16]2[C:11](=[CH:12][C:13]([O:19][CH3:20])=[C:14]([O:17][CH3:18])[CH:15]=2)[CH2:10][CH2:9][NH:8]1.Br[CH2:27][C:28](Br)=[O:29].[F:31][C:32]1[CH:39]=[CH:38][C:35]([CH2:36][NH2:37])=[CH:34][CH:33]=1. (7) Given the product [C:35]([C:32]1[CH:31]=[C:30]([NH:29][C:20]([NH:1][C:2]2[CH:3]=[CH:4][C:5]([C:8]3[CH:16]=[CH:15][CH:14]=[C:13]4[C:9]=3[CH2:10][NH:11][C:12]4=[O:17])=[CH:6][CH:7]=2)=[O:21])[NH:34][N:33]=1)([CH3:38])([CH3:37])[CH3:36], predict the reactants needed to synthesize it. The reactants are: [NH2:1][C:2]1[CH:7]=[CH:6][C:5]([C:8]2[CH:16]=[CH:15][CH:14]=[C:13]3[C:9]=2[CH2:10][NH:11][C:12]3=[O:17])=[CH:4][CH:3]=1.[OH-].[Na+].[C:20](Cl)(OCC(Cl)(Cl)Cl)=[O:21].[NH2:29][C:30]1[NH:34][N:33]=[C:32]([C:35]([CH3:38])([CH3:37])[CH3:36])[CH:31]=1.CCN(C(C)C)C(C)C.